This data is from Reaction yield outcomes from USPTO patents with 853,638 reactions. The task is: Predict the reaction yield, written as a fraction of the theoretical maximum amount of product (1.0 means a 100% yield; for example, 0.34 means a 34% yield). (1) The yield is 0.610. The product is [C:17]([NH:20][C:21]1[CH:22]=[CH:23][C:24]([C:25]([NH:1][C:2]2[CH:7]=[CH:6][C:5]([F:8])=[CH:4][C:3]=2[NH2:9])=[O:27])=[CH:28][CH:29]=1)(=[O:19])[CH3:18]. The catalyst is CN(C=O)C. The reactants are [NH2:1][C:2]1[CH:7]=[CH:6][C:5]([F:8])=[CH:4][C:3]=1[NH:9]C(=O)OC(C)(C)C.[C:17]([NH:20][C:21]1[CH:29]=[CH:28][C:24]([C:25]([OH:27])=O)=[CH:23][CH:22]=1)(=[O:19])[CH3:18].CN(C(ON1N=NC2C=CC=NC1=2)=[N+](C)C)C.F[P-](F)(F)(F)(F)F.C(N(C(C)C)C(C)C)C. (2) The reactants are [Br:1][C:2]1[CH:3]=[C:4]([CH:9]=[CH:10][C:11]=1[C:12]#[N:13])[C:5]([O:7]C)=[O:6].[OH-].[Na+]. The catalyst is ClCCl.CO. The product is [Br:1][C:2]1[CH:3]=[C:4]([CH:9]=[CH:10][C:11]=1[C:12]#[N:13])[C:5]([OH:7])=[O:6]. The yield is 1.00. (3) The reactants are [CH3:1][Si:2]([CH3:19])([CH3:18])[CH2:3][CH2:4][O:5][CH2:6][N:7]1[C:15]2[CH:14]=[C:13]([CH2:16][OH:17])[N:12]=[CH:11][C:10]=2[N:9]=[N:8]1. The catalyst is C(Cl)Cl.O=[Mn]=O. The product is [CH3:1][Si:2]([CH3:19])([CH3:18])[CH2:3][CH2:4][O:5][CH2:6][N:7]1[C:15]2[CH:14]=[C:13]([CH:16]=[O:17])[N:12]=[CH:11][C:10]=2[N:9]=[N:8]1. The yield is 0.400.